Dataset: Peptide-MHC class I binding affinity with 185,985 pairs from IEDB/IMGT. Task: Regression. Given a peptide amino acid sequence and an MHC pseudo amino acid sequence, predict their binding affinity value. This is MHC class I binding data. (1) The peptide sequence is SSWPWQIEY. The MHC is Mamu-A01 with pseudo-sequence Mamu-A01. The binding affinity (normalized) is 0. (2) The peptide sequence is KVFVLGGCR. The MHC is HLA-A68:01 with pseudo-sequence HLA-A68:01. The binding affinity (normalized) is 0.269. (3) The peptide sequence is YVRTNGTSK. The MHC is HLA-B40:01 with pseudo-sequence HLA-B40:01. The binding affinity (normalized) is 0.0847. (4) The peptide sequence is NVTYNIKPVI. The MHC is HLA-A02:06 with pseudo-sequence HLA-A02:06. The binding affinity (normalized) is 0.0659. (5) The peptide sequence is SVKGRFTISR. The MHC is HLA-A01:01 with pseudo-sequence HLA-A01:01. The binding affinity (normalized) is 0. (6) The peptide sequence is DDPWGEVLAW. The MHC is Mamu-B52 with pseudo-sequence Mamu-B52. The binding affinity (normalized) is 0.582. (7) The peptide sequence is ESANLGEEIL. The MHC is Mamu-A01 with pseudo-sequence Mamu-A01. The binding affinity (normalized) is 0. (8) The peptide sequence is DLIVTFRERY. The MHC is HLA-A03:01 with pseudo-sequence HLA-A03:01. The binding affinity (normalized) is 0.671.